The task is: Predict which catalyst facilitates the given reaction.. This data is from Catalyst prediction with 721,799 reactions and 888 catalyst types from USPTO. (1) Reactant: [CH3:1][C:2]1[S:3][C:4]([C:10]2[CH:15]=[CH:14][CH:13]=[CH:12][CH:11]=2)=[C:5]([C:7]([OH:9])=O)[N:6]=1.C(Cl)(=O)C(Cl)=O.CN(C=O)C.[Cl:27][C:28]1[N:32]2[CH:33]=[CH:34][C:35]([C:37]([F:40])([F:39])[F:38])=[CH:36][C:31]2=[N:30][C:29]=1[CH2:41][C@@H:42]1[CH2:47][CH2:46][CH2:45][CH2:44][NH:43]1. Product: [Cl:27][C:28]1[N:32]2[CH:33]=[CH:34][C:35]([C:37]([F:40])([F:39])[F:38])=[CH:36][C:31]2=[N:30][C:29]=1[CH2:41][C@@H:42]1[CH2:47][CH2:46][CH2:45][CH2:44][N:43]1[C:7]([C:5]1[N:6]=[C:2]([CH3:1])[S:3][C:4]=1[C:10]1[CH:15]=[CH:14][CH:13]=[CH:12][CH:11]=1)=[O:9]. The catalyst class is: 2. (2) Reactant: [Br:1][C:2]1[CH:3]=[C:4]([N:8]2[CH2:12][CH2:11][CH:10]([OH:13])[CH2:9]2)[CH:5]=[CH:6][CH:7]=1.[CH3:14][C:15]([Si:18](Cl)([CH3:20])[CH3:19])([CH3:17])[CH3:16].N1C=CN=C1. Product: [Br:1][C:2]1[CH:3]=[C:4]([N:8]2[CH2:12][CH2:11][CH:10]([O:13][Si:18]([C:15]([CH3:17])([CH3:16])[CH3:14])([CH3:20])[CH3:19])[CH2:9]2)[CH:5]=[CH:6][CH:7]=1. The catalyst class is: 10. (3) Product: [ClH:1].[CH3:40][N:39]([CH3:41])[CH2:38][CH2:37][N:36]([CH2:34][CH3:35])[C:2]1[N:7]=[C:6]([C:8]2[CH:13]=[CH:12][CH:11]=[CH:10][CH:9]=2)[N:5]=[C:4]([C:14]([NH:16][C:17]2[CH:22]=[CH:21][CH:20]=[CH:19][C:18]=2[C:23]2[S:24][C:25]([CH:28]3[CH2:33][CH2:32][O:31][CH2:30][CH2:29]3)=[N:26][N:27]=2)=[O:15])[CH:3]=1. Reactant: [Cl:1][C:2]1[N:7]=[C:6]([C:8]2[CH:13]=[CH:12][CH:11]=[CH:10][CH:9]=2)[N:5]=[C:4]([C:14]([NH:16][C:17]2[CH:22]=[CH:21][CH:20]=[CH:19][C:18]=2[C:23]2[S:24][C:25]([CH:28]3[CH2:33][CH2:32][O:31][CH2:30][CH2:29]3)=[N:26][N:27]=2)=[O:15])[CH:3]=1.[CH2:34]([NH:36][CH2:37][CH2:38][N:39]([CH3:41])[CH3:40])[CH3:35]. The catalyst class is: 20. (4) Reactant: [N+:1]([C:4]1[CH:9]=[CH:8][C:7]([C:10]([C:12]([C:14]2[CH:19]=[CH:18][C:17]([N+:20]([O-])=O)=[CH:16][CH:15]=2)=[O:13])=[O:11])=[CH:6][CH:5]=1)([O-])=O. Product: [NH2:1][C:4]1[CH:5]=[CH:6][C:7]([C:10]([C:12]([C:14]2[CH:15]=[CH:16][C:17]([NH2:20])=[CH:18][CH:19]=2)=[O:13])=[O:11])=[CH:8][CH:9]=1. The catalyst class is: 14.